Dataset: Full USPTO retrosynthesis dataset with 1.9M reactions from patents (1976-2016). Task: Predict the reactants needed to synthesize the given product. (1) Given the product [NH2:1][C:4]1[CH:9]=[CH:8][C:7]([Cl:10])=[CH:6][C:5]=1[CH:11]([C:13]1[C:14]([Cl:20])=[CH:15][CH:16]=[CH:17][C:18]=1[Cl:19])[OH:12], predict the reactants needed to synthesize it. The reactants are: [N+:1]([C:4]1[CH:9]=[CH:8][C:7]([Cl:10])=[CH:6][C:5]=1[CH:11]([C:13]1[C:18]([Cl:19])=[CH:17][CH:16]=[CH:15][C:14]=1[Cl:20])[OH:12])([O-])=O.C([O-])=O.[NH4+]. (2) Given the product [Cl:32][C:15]1[CH:16]=[C:17]([CH2:20][O:21][C:22]2[CH:27]=[CH:26][C:25]([C:28]([F:30])([F:29])[F:31])=[CH:24][CH:23]=2)[CH:18]=[CH:19][C:14]=1[S:13][C:10]1[CH:11]=[CH:12][C:7]([O:6][CH2:5][C:4]([OH:34])=[O:3])=[C:8]([CH3:33])[CH:9]=1, predict the reactants needed to synthesize it. The reactants are: C([O:3][C:4](=[O:34])[CH2:5][O:6][C:7]1[CH:12]=[CH:11][C:10]([S:13][C:14]2[CH:19]=[CH:18][C:17]([CH2:20][O:21][C:22]3[CH:27]=[CH:26][C:25]([C:28]([F:31])([F:30])[F:29])=[CH:24][CH:23]=3)=[CH:16][C:15]=2[Cl:32])=[CH:9][C:8]=1[CH3:33])C.[OH-].[Na+].Cl. (3) Given the product [F:39][C:3]([F:2])([F:38])[C:4]1[CH:5]=[C:6]([C@H:14]([O:16][C@H:17]2[CH2:22][CH2:21][N:20]([C:23]([C@H:25]3[CH2:26][CH2:27][C@H:28]([NH:31][C:47](=[O:49])[CH3:48])[CH2:29][CH2:30]3)=[O:24])[CH2:19][C@H:18]2[C:32]2[CH:33]=[CH:34][CH:35]=[CH:36][CH:37]=2)[CH3:15])[CH:7]=[C:8]([C:10]([F:12])([F:11])[F:13])[CH:9]=1, predict the reactants needed to synthesize it. The reactants are: Cl.[F:2][C:3]([F:39])([F:38])[C:4]1[CH:5]=[C:6]([C@H:14]([O:16][C@H:17]2[CH2:22][CH2:21][N:20]([C:23]([C@H:25]3[CH2:30][CH2:29][C@H:28]([NH2:31])[CH2:27][CH2:26]3)=[O:24])[CH2:19][C@H:18]2[C:32]2[CH:37]=[CH:36][CH:35]=[CH:34][CH:33]=2)[CH3:15])[CH:7]=[C:8]([C:10]([F:13])([F:12])[F:11])[CH:9]=1.CCN(CC)CC.[C:47](Cl)(=[O:49])[CH3:48].O. (4) Given the product [NH2:1][CH:4]([C:6]1[CH:11]=[C:10]([N:12]([CH2:21][O:22][CH2:23][CH2:24][Si:25]([CH3:28])([CH3:27])[CH3:26])[CH2:13][O:14][CH2:15][CH2:16][Si:17]([CH3:18])([CH3:19])[CH3:20])[N:9]2[N:29]=[CH:30][C:31]([C:32]3[CH:33]=[N:34][C:35]4[C:40]([CH:41]=3)=[CH:39][C:38]([F:42])=[CH:37][CH:36]=4)=[C:8]2[N:7]=1)[CH3:5], predict the reactants needed to synthesize it. The reactants are: [N:1]([CH:4]([C:6]1[CH:11]=[C:10]([N:12]([CH2:21][O:22][CH2:23][CH2:24][Si:25]([CH3:28])([CH3:27])[CH3:26])[CH2:13][O:14][CH2:15][CH2:16][Si:17]([CH3:20])([CH3:19])[CH3:18])[N:9]2[N:29]=[CH:30][C:31]([C:32]3[CH:33]=[N:34][C:35]4[C:40]([CH:41]=3)=[CH:39][C:38]([F:42])=[CH:37][CH:36]=4)=[C:8]2[N:7]=1)[CH3:5])=[N+]=[N-].C1COCC1.CP(C)C.O. (5) Given the product [N+:3]([C:6]1[C:7]([NH:12][C:13]2[CH:14]=[C:15]([CH:21]=[CH:22][CH:23]=2)[C:16]([OH:18])=[O:17])=[N:8][CH:9]=[CH:10][CH:11]=1)([O-:5])=[O:4], predict the reactants needed to synthesize it. The reactants are: [OH-].[Na+].[N+:3]([C:6]1[C:7]([NH:12][C:13]2[CH:14]=[C:15]([CH:21]=[CH:22][CH:23]=2)[C:16]([O:18]CC)=[O:17])=[N:8][CH:9]=[CH:10][CH:11]=1)([O-:5])=[O:4].Cl.